This data is from Forward reaction prediction with 1.9M reactions from USPTO patents (1976-2016). The task is: Predict the product of the given reaction. The product is: [OH:51][C@H:50]([CH2:49][O:42][C:43]1[CH:48]=[CH:47][CH:46]=[CH:45][CH:44]=1)[CH2:52][O:1][C:2]1[CH:7]=[CH:6][C:5]([CH:8]2[CH2:13][CH2:12][N:11]([C:14]([O:16][CH2:17][C:18]3[CH:19]=[CH:20][CH:21]=[CH:22][CH:23]=3)=[O:15])[CH2:10][CH:9]2[O:24][CH2:25][C:26]2[CH:27]=[CH:28][C:29]3[O:34][CH2:33][C:32](=[O:35])[N:31]([CH2:36][CH2:37][CH2:38][O:39][CH3:40])[C:30]=3[CH:41]=2)=[CH:4][CH:3]=1. Given the reactants [OH:1][C:2]1[CH:7]=[CH:6][C:5]([CH:8]2[CH2:13][CH2:12][N:11]([C:14]([O:16][CH2:17][C:18]3[CH:23]=[CH:22][CH:21]=[CH:20][CH:19]=3)=[O:15])[CH2:10][CH:9]2[O:24][CH2:25][C:26]2[CH:27]=[CH:28][C:29]3[O:34][CH2:33][C:32](=[O:35])[N:31]([CH2:36][CH2:37][CH2:38][O:39][CH3:40])[C:30]=3[CH:41]=2)=[CH:4][CH:3]=1.[O:42]([CH2:49][C@@H:50]1[CH2:52][O:51]1)[C:43]1[CH:48]=[CH:47][CH:46]=[CH:45][CH:44]=1.[F-].[Cs+], predict the reaction product.